The task is: Binary Classification. Given a miRNA mature sequence and a target amino acid sequence, predict their likelihood of interaction.. This data is from Experimentally validated miRNA-target interactions with 360,000+ pairs, plus equal number of negative samples. (1) The miRNA is hsa-miR-1295b-3p with sequence AAUAGGCCACGGAUCUGGGCAA. The protein sequence of the target gene is MPYANQPTVRITELTDENVKFIIENTDLAVANSIRRVFIAEVPIIAIDWVQIDANSSVLHDEFIAHRLGLIPLISDDIVDKLQYSRDCTCEEFCPECSVEFTLDVRCNEDQTRHVTSRDLISNSPRVIPVTSRNRDNDPNDYVEQDDILIVKLRKGQELRLRAYAKKGFGKEHAKWNPTAGVAFEYDPDNALRHTVYPKPEEWPKSEYSELDEDESQAPYDPNGKPERFYYNVESCGSLRPETIVLSALSGLKKKLSDLQTQLSHEIQSDVLTIN. Result: 0 (no interaction). (2) The miRNA is hsa-miR-3935 with sequence UGUAGAUACGAGCACCAGCCAC. The protein sequence of the target gene is MEVEEAFQAVGEMGLYQMYLCFLLAVLLQLYVATEAILIALIGATPAYHWDMADLLPNQSHSNQTLGKGQAFGDWLLTANGSEIHKHVHFSNSFTSIASEWFLIANRSYKVSAASSSFFSGVFVGVISFGQLSDRFGRRKVYLTGFALDILFAVANGFSPSYEFFAVTRFLVGMMNGGMSLVAFVLLNECVGTAYWALAGSIGGLFFAVGIAQYALLGYFIRSWRTLAVLVNLQGTLVFLLSLFIPESPRWLYSQGRLSEAEEALYFIAKRNRKLKCTFSLTHPANRSYRATGSFLDLFR.... Result: 0 (no interaction). (3) The miRNA is hsa-miR-5701 with sequence UUAUUGUCACGUUCUGAUU. The protein sequence of the target gene is MSVKEGAQRKWAALKEKLGPQDSDPTEANLESADPELCIRLLQMPSVVNYSGLRKRLEGSDGGWMVQFLEQSGLDLLLEALARLSGRGVARISDALLQLTCVSCVRAVMNSRQGIEYILSNQGYVRQLSQALDTSNVMVKKQVFELLAALCIYSPEGHVLTLDALDHYKTVCSQQYRFSIVMNELSGSDNVPYVVTLLSVINAVILGPEDLRARTQLRNEFIGLQLLDVLARLRDLEDADLLIQLEAFEEAKAEDEEELLRVSGGVDMSSHQEVFASLFHKVSCSPVSAQLLSVLQGLLH.... Result: 1 (interaction).